This data is from Peptide-MHC class I binding affinity with 185,985 pairs from IEDB/IMGT. The task is: Regression. Given a peptide amino acid sequence and an MHC pseudo amino acid sequence, predict their binding affinity value. This is MHC class I binding data. (1) The peptide sequence is DVFHLYLQY. The MHC is HLA-A68:01 with pseudo-sequence HLA-A68:01. The binding affinity (normalized) is 0.516. (2) The peptide sequence is EPADHLAIM. The MHC is HLA-A02:06 with pseudo-sequence HLA-A02:06. The binding affinity (normalized) is 0.0847. (3) The binding affinity (normalized) is 0.531. The peptide sequence is LYKTIVNIW. The MHC is HLA-A24:03 with pseudo-sequence HLA-A24:03. (4) The peptide sequence is VLIAGIILL. The MHC is HLA-A02:01 with pseudo-sequence HLA-A02:01. The binding affinity (normalized) is 0.899. (5) The peptide sequence is KLDAWLLPF. The MHC is HLA-B27:03 with pseudo-sequence HLA-B27:03. The binding affinity (normalized) is 0.0847.